This data is from NCI-60 drug combinations with 297,098 pairs across 59 cell lines. The task is: Regression. Given two drug SMILES strings and cell line genomic features, predict the synergy score measuring deviation from expected non-interaction effect. (1) Drug 1: C1=CC(=C2C(=C1NCCNCCO)C(=O)C3=C(C=CC(=C3C2=O)O)O)NCCNCCO. Drug 2: CCN(CC)CCNC(=O)C1=C(NC(=C1C)C=C2C3=C(C=CC(=C3)F)NC2=O)C. Cell line: MDA-MB-435. Synergy scores: CSS=18.0, Synergy_ZIP=4.54, Synergy_Bliss=8.43, Synergy_Loewe=-0.600, Synergy_HSA=4.48. (2) Drug 1: CCCCCOC(=O)NC1=NC(=O)N(C=C1F)C2C(C(C(O2)C)O)O. Drug 2: CC1=C(C(=O)C2=C(C1=O)N3CC4C(C3(C2COC(=O)N)OC)N4)N. Cell line: BT-549. Synergy scores: CSS=10.2, Synergy_ZIP=-6.05, Synergy_Bliss=-8.48, Synergy_Loewe=-19.4, Synergy_HSA=-11.4.